Dataset: Reaction yield outcomes from USPTO patents with 853,638 reactions. Task: Predict the reaction yield, written as a fraction of the theoretical maximum amount of product (1.0 means a 100% yield; for example, 0.34 means a 34% yield). (1) The reactants are [CH3:1][O:2][CH2:3][C@@H:4]1[CH2:8][N:7]([C:9]([O:11][C:12]([CH3:15])([CH3:14])[CH3:13])=[O:10])[C@H:6]([C:16]2[NH:20][C:19]3[C:21]4[C:26]([CH:27]=[CH:28][C:18]=3[N:17]=2)=[CH:25][C:24]2[C:29]3[C:34]([CH2:35][O:36][C:23]=2[CH:22]=4)=[CH:33][C:32](B2OC(C)(C)C(C)(C)O2)=[CH:31][CH:30]=3)[CH2:5]1.Br[C:47]1[NH:51][C:50]([C@@H:52]2[CH2:56][C@H:55]([CH3:57])[CH2:54][N:53]2[C:58](=[O:68])[C@@H:59]([NH:63][C:64](=[O:67])[O:65][CH3:66])[CH:60]([CH3:62])[CH3:61])=[N:49][CH:48]=1.C(=O)([O-])[O-].[K+].[K+]. The catalyst is COCCOC.CN(C)C=O.[Pd].C1(P(C2C=CC=CC=2)C2C=CC=CC=2)C=CC=CC=1.C1(P(C2C=CC=CC=2)C2C=CC=CC=2)C=CC=CC=1.C1(P(C2C=CC=CC=2)C2C=CC=CC=2)C=CC=CC=1.C1(P(C2C=CC=CC=2)C2C=CC=CC=2)C=CC=CC=1.C1C=CC(P(C2C=CC=CC=2)[C-]2C=CC=C2)=CC=1.C1C=CC(P(C2C=CC=CC=2)[C-]2C=CC=C2)=CC=1.Cl[Pd]Cl.[Fe+2]. The product is [CH3:66][O:65][C:64]([NH:63][C@H:59]([C:58]([N:53]1[CH2:54][C@@H:55]([CH3:57])[CH2:56][C@H:52]1[C:50]1[NH:51][C:47]([C:32]2[CH:33]=[C:34]3[CH2:35][O:36][C:23]4[CH:22]=[C:21]5[C:26]([CH:27]=[CH:28][C:18]6[NH:17][C:16]([C@@H:6]7[CH2:5][C@H:4]([CH2:3][O:2][CH3:1])[CH2:8][N:7]7[C:9]([O:11][C:12]([CH3:13])([CH3:14])[CH3:15])=[O:10])=[N:20][C:19]=65)=[CH:25][C:24]=4[C:29]3=[CH:30][CH:31]=2)=[CH:48][N:49]=1)=[O:68])[CH:60]([CH3:62])[CH3:61])=[O:67]. The yield is 0.320. (2) The reactants are C([O:3][C:4](=[O:38])[CH2:5][CH2:6][CH2:7][CH2:8][CH2:9][O:10][C:11]1[CH:16]=[CH:15][C:14]([C:17]([CH2:35][CH3:36])([C:20]2[CH:25]=[CH:24][C:23](/[CH:26]=[CH:27]/[C:28]3([OH:33])[CH2:32][CH2:31][CH2:30][CH2:29]3)=[C:22]([CH3:34])[CH:21]=2)[CH2:18][CH3:19])=[CH:13][C:12]=1[CH3:37])C.[OH-].[K+].Cl. The catalyst is CO. The product is [CH2:18]([C:17]([C:14]1[CH:15]=[CH:16][C:11]([O:10][CH2:9][CH2:8][CH2:7][CH2:6][CH2:5][C:4]([OH:38])=[O:3])=[C:12]([CH3:37])[CH:13]=1)([C:20]1[CH:25]=[CH:24][C:23](/[CH:26]=[CH:27]/[C:28]2([OH:33])[CH2:29][CH2:30][CH2:31][CH2:32]2)=[C:22]([CH3:34])[CH:21]=1)[CH2:35][CH3:36])[CH3:19]. The yield is 0.870. (3) The reactants are Cl.[CH2:2]([O:4][C:5](=[O:12])[CH2:6][NH:7][C:8](=[O:11])[CH2:9][NH2:10])[CH3:3].C(N(CC)CC)C.O.O.[C:22]([O:26][C:27]([NH:29][C@H:30]([C:38](O)=[O:39])[CH2:31][CH:32]1[CH2:37][CH2:36][CH2:35][CH2:34][CH2:33]1)=[O:28])([CH3:25])([CH3:24])[CH3:23].O.ON1C2C=CC=CC=2N=N1.Cl.CN(CCCCN=C=NCC)C. The yield is 0.910. The catalyst is O1CCCC1. The product is [CH2:2]([O:4][C:5](=[O:12])[CH2:6][NH:7][C:8](=[O:11])[CH2:9][NH:10][C:38](=[O:39])[C@H:30]([CH2:31][CH:32]1[CH2:37][CH2:36][CH2:35][CH2:34][CH2:33]1)[NH:29][C:27]([O:26][C:22]([CH3:25])([CH3:23])[CH3:24])=[O:28])[CH3:3]. (4) The reactants are C[O:2][C:3](=[O:22])[CH2:4][C:5]1[CH:10]=[CH:9][C:8]([O:11][CH2:12][CH2:13][CH:14]([O:16]S(C)(=O)=O)[CH3:15])=[C:7]([CH3:21])[CH:6]=1.[N:23]1[CH:28]=[CH:27][CH:26]=[CH:25][C:24]=1[C:29]1[CH:34]=[C:33]([C:35]([F:38])([F:37])[F:36])[CH:32]=[CH:31][C:30]=1O. No catalyst specified. The product is [CH3:21][C:7]1[CH:6]=[C:5]([CH2:4][C:3]([OH:2])=[O:22])[CH:10]=[CH:9][C:8]=1[O:11][CH2:12][CH2:13][C@H:14]([O:16][C:30]1[CH:31]=[CH:32][C:33]([C:35]([F:37])([F:38])[F:36])=[CH:34][C:29]=1[C:24]1[CH:25]=[CH:26][CH:27]=[CH:28][N:23]=1)[CH3:15]. The yield is 0.610. (5) The reactants are [NH2:1][C:2]1[CH:11]=[C:10]2[C:5]([CH:6]=[CH:7][CH:8]=[C:9]2[N:12]2[CH2:17][CH2:16][N:15]([CH3:18])[CH2:14][CH2:13]2)=[CH:4][CH:3]=1.F[C:20]1[CH:25]=[CH:24][CH:23]=[CH:22][C:21]=1[N+:26]([O-:28])=[O:27].C(OCC)(=O)C.CCOCC. The catalyst is CN(C)C1C=CN=CC=1.CN(C=O)C. The product is [N+:26]([C:21]1[CH:22]=[CH:23][CH:24]=[CH:25][C:20]=1[NH:1][C:2]1[CH:11]=[C:10]2[C:5]([CH:6]=[CH:7][CH:8]=[C:9]2[N:12]2[CH2:17][CH2:16][N:15]([CH3:18])[CH2:14][CH2:13]2)=[CH:4][CH:3]=1)([O-:28])=[O:27]. The yield is 0.0700.